From a dataset of Catalyst prediction with 721,799 reactions and 888 catalyst types from USPTO. Predict which catalyst facilitates the given reaction. (1) Reactant: Cl.[Br:2][C:3]1[CH:8]=[CH:7][N:6]=[C:5]([NH:9][CH:10]=[N:11]O)[CH:4]=1.FC(F)(F)C(OC(=O)C(F)(F)F)=O. Product: [Br:2][C:3]1[CH:8]=[CH:7][N:6]2[N:11]=[CH:10][N:9]=[C:5]2[CH:4]=1. The catalyst class is: 1. (2) Reactant: C([O:3][C:4]([C:6]1[C:7]([CH3:17])=[N:8][C:9]([NH:13][CH2:14][C:15]#[CH:16])=[N:10][C:11]=1[CH3:12])=[O:5])C.O.[OH-].[Li+].OS([O-])(=O)=O.[K+]. Product: [CH3:12][C:11]1[C:6]([C:4]([OH:5])=[O:3])=[C:7]([CH3:17])[N:8]=[C:9]([NH:13][CH2:14][C:15]#[CH:16])[N:10]=1. The catalyst class is: 38.